This data is from Full USPTO retrosynthesis dataset with 1.9M reactions from patents (1976-2016). The task is: Predict the reactants needed to synthesize the given product. (1) Given the product [C:19]1([CH:17]([OH:18])[CH:16]([CH3:25])[CH:15]([C:9]2[CH:14]=[CH:13][CH:12]=[CH:11][CH:10]=2)[OH:26])[CH:20]=[CH:21][CH:22]=[CH:23][CH:24]=1, predict the reactants needed to synthesize it. The reactants are: O=O.[H-].[H-].[H-].[H-].[Li+].[Al+3].[C:9]1([C:15](=[O:26])[CH:16]([CH3:25])[C:17]([C:19]2[CH:24]=[CH:23][CH:22]=[CH:21][CH:20]=2)=[O:18])[CH:14]=[CH:13][CH:12]=[CH:11][CH:10]=1.[OH-].[Na+]. (2) Given the product [C:2]([O:6][C:7](=[O:10])[CH2:8][NH:9][C:32]([C:26]1[C:27]2[N:28]=[C:29]([O:30][CH3:31])[C:20]([O:19][CH3:18])=[N:21][C:22]=2[CH:23]=[C:24]([N+:36]([O-:38])=[O:37])[C:25]=1[CH3:35])=[O:33])([CH3:5])([CH3:4])[CH3:3], predict the reactants needed to synthesize it. The reactants are: Cl.[C:2]([O:6][C:7](=[O:10])[CH2:8][NH2:9])([CH3:5])([CH3:4])[CH3:3].C(N(CC)CC)C.[CH3:18][O:19][C:20]1[C:29]([O:30][CH3:31])=[N:28][C:27]2[C:26]([C:32](Cl)=[O:33])=[C:25]([CH3:35])[C:24]([N+:36]([O-:38])=[O:37])=[CH:23][C:22]=2[N:21]=1. (3) Given the product [F:1][C:2]1[CH:7]=[CH:6][CH:5]=[CH:4][C:3]=1[C:8]1[CH:9]=[C:10]([NH2:11])[N:14]([CH3:13])[N:15]=1, predict the reactants needed to synthesize it. The reactants are: [F:1][C:2]1[CH:7]=[CH:6][CH:5]=[CH:4][C:3]=1[C:8](=O)[CH2:9][C:10]#[N:11].[CH3:13][NH:14][NH2:15]. (4) Given the product [CH3:1][O:2][C:3]([C:5]1[CH:14]=[C:13]([O:15][C:28]2[CH:33]=[CH:32][C:31]([S:34]([CH2:37][CH3:38])(=[O:35])=[O:36])=[CH:30][N:29]=2)[C:12]2[C:7](=[CH:8][CH:9]=[C:10]([Br:16])[CH:11]=2)[CH:6]=1)=[O:4], predict the reactants needed to synthesize it. The reactants are: [CH3:1][O:2][C:3]([C:5]1[CH:14]=[C:13]([OH:15])[C:12]2[C:7](=[CH:8][CH:9]=[C:10]([Br:16])[CH:11]=2)[CH:6]=1)=[O:4].C(=O)([O-])[O-].[K+].[K+].C(S([C:28]1[CH:33]=[CH:32][C:31]([S:34]([CH2:37][CH3:38])(=[O:36])=[O:35])=[CH:30][N:29]=1)(=O)=O)C.CN(C)C=O. (5) Given the product [Cl:4][C:5]1[C:6]([CH3:31])=[C:7]([CH:25]2[CH2:30][CH2:29][N:28]([CH3:32])[CH2:27][CH2:26]2)[C:8]([O:23][CH3:24])=[C:9]([CH:11]([NH:13][C:14]2[N:22]=[CH:21][N:20]=[C:19]3[C:15]=2[N:16]=[CH:17][NH:18]3)[CH3:12])[CH:10]=1, predict the reactants needed to synthesize it. The reactants are: C=O.O.[Cl:4][C:5]1[C:6]([CH3:31])=[C:7]([CH:25]2[CH2:30][CH2:29][NH:28][CH2:27][CH2:26]2)[C:8]([O:23][CH3:24])=[C:9]([CH:11]([NH:13][C:14]2[N:22]=[CH:21][N:20]=[C:19]3[C:15]=2[N:16]=[CH:17][NH:18]3)[CH3:12])[CH:10]=1.[CH3:32]CN(C(C)C)C(C)C.C(O[BH-](OC(=O)C)OC(=O)C)(=O)C.[Na+].